This data is from Buchwald-Hartwig C-N cross coupling reaction yields with 55,370 reactions. The task is: Predict the reaction yield, written as a fraction of the theoretical maximum amount of product (1.0 means a 100% yield; for example, 0.34 means a 34% yield). The reactants are COc1ccc(I)cc1.Cc1ccc(N)cc1.O=S(=O)(O[Pd]1c2ccccc2-c2ccccc2N~1)C(F)(F)F.CC(C)c1cc(C(C)C)c(-c2ccccc2P(C2CCCCC2)C2CCCCC2)c(C(C)C)c1.CN1CCCN2CCCN=C12.c1ccc(CN(Cc2ccccc2)c2ccno2)cc1. No catalyst specified. The product is COc1ccc(Nc2ccc(C)cc2)cc1. The yield is 0.